Dataset: NCI-60 drug combinations with 297,098 pairs across 59 cell lines. Task: Regression. Given two drug SMILES strings and cell line genomic features, predict the synergy score measuring deviation from expected non-interaction effect. (1) Drug 1: CCC1=C2CN3C(=CC4=C(C3=O)COC(=O)C4(CC)O)C2=NC5=C1C=C(C=C5)O. Drug 2: C1=NC(=NC(=O)N1C2C(C(C(O2)CO)O)O)N. Cell line: HT29. Synergy scores: CSS=27.2, Synergy_ZIP=-0.626, Synergy_Bliss=8.41, Synergy_Loewe=-7.76, Synergy_HSA=5.70. (2) Drug 1: C1=C(C(=O)NC(=O)N1)N(CCCl)CCCl. Drug 2: C1=CC(=CC=C1CC(C(=O)O)N)N(CCCl)CCCl.Cl. Cell line: SK-MEL-2. Synergy scores: CSS=25.0, Synergy_ZIP=6.67, Synergy_Bliss=16.6, Synergy_Loewe=12.7, Synergy_HSA=13.6. (3) Drug 1: COC1=CC(=CC(=C1O)OC)C2C3C(COC3=O)C(C4=CC5=C(C=C24)OCO5)OC6C(C(C7C(O6)COC(O7)C8=CC=CS8)O)O. Drug 2: C1C(C(OC1N2C=C(C(=O)NC2=O)F)CO)O. Cell line: MCF7. Synergy scores: CSS=44.8, Synergy_ZIP=-1.03, Synergy_Bliss=-0.650, Synergy_Loewe=7.05, Synergy_HSA=8.19. (4) Drug 2: CN1CCC(CC1)COC2=C(C=C3C(=C2)N=CN=C3NC4=C(C=C(C=C4)Br)F)OC. Drug 1: CC1=C2C(C(=O)C3(C(CC4C(C3C(C(C2(C)C)(CC1OC(=O)C(C(C5=CC=CC=C5)NC(=O)OC(C)(C)C)O)O)OC(=O)C6=CC=CC=C6)(CO4)OC(=O)C)OC)C)OC. Cell line: M14. Synergy scores: CSS=49.3, Synergy_ZIP=5.98, Synergy_Bliss=5.78, Synergy_Loewe=-32.2, Synergy_HSA=4.17.